This data is from Forward reaction prediction with 1.9M reactions from USPTO patents (1976-2016). The task is: Predict the product of the given reaction. (1) Given the reactants [Br:1][C:2]1[CH:3]=[CH:4][C:5]2[NH:6][C:7]3[C:12]([C:13]=2[CH:14]=1)=[CH:11][C:10]([Br:15])=[CH:9][CH:8]=3.[CH2:16](Br)[C:17]1[CH:22]=[CH:21][CH:20]=[CH:19][CH:18]=1.[OH-].[K+], predict the reaction product. The product is: [CH2:16]([N:6]1[C:5]2[CH:4]=[CH:3][C:2]([Br:1])=[CH:14][C:13]=2[C:12]2[C:7]1=[CH:8][CH:9]=[C:10]([Br:15])[CH:11]=2)[C:17]1[CH:22]=[CH:21][CH:20]=[CH:19][CH:18]=1. (2) Given the reactants C([O:4][CH2:5][C@@H:6]1[C@@H:11]([O:12]C(=O)C)[C@H:10]([OH:16])[C@H:9]([OH:17])[C@@H:8]([C:18]2[CH:23]=[CH:22][C:21]([O:24][CH3:25])=[C:20]([O:26][Si](C(C)(C)C)(C)C)[CH:19]=2)[O:7]1)(=O)C.CO[Na].CCCC[N+](CCCC)(CCCC)CCCC.[F-].C1COCC1, predict the reaction product. The product is: [OH:26][C:20]1[CH:19]=[C:18]([C@@H:8]2[C@@H:9]([OH:17])[C@@H:10]([OH:16])[C@H:11]([OH:12])[C@@H:6]([CH2:5][OH:4])[O:7]2)[CH:23]=[CH:22][C:21]=1[O:24][CH3:25]. (3) Given the reactants [NH2:1][C:2]1[N:6]=[C:5]([CH:7]([CH3:9])[CH3:8])[NH:4][N:3]=1.[C:10]([CH:13]([CH2:18][C:19]([O:21][CH3:22])=[O:20])[C:14](OC)=[O:15])(=O)[CH3:11], predict the reaction product. The product is: [OH:15][C:14]1[N:3]2[N:4]=[C:5]([CH:7]([CH3:9])[CH3:8])[N:6]=[C:2]2[N:1]=[C:10]([CH3:11])[C:13]=1[CH2:18][C:19]([O:21][CH3:22])=[O:20]. (4) Given the reactants [Br:1][C:2]1[CH:9]=[CH:8][C:5]([CH2:6]Br)=[CH:4][CH:3]=1.[CH2:10]([O:12][CH2:13][CH2:14][NH:15][CH2:16][CH3:17])C, predict the reaction product. The product is: [Br:1][C:2]1[CH:9]=[CH:8][C:5]([CH2:6][N:15]([CH2:14][CH2:13][O:12][CH3:10])[CH2:16][CH3:17])=[CH:4][CH:3]=1. (5) Given the reactants Cl.[C-:2]1([C:7]([CH2:9][CH2:10][CH2:11][CH2:12][CH2:13][CH2:14][CH2:15][CH2:16][CH2:17][CH2:18][CH2:19][Br:20])=O)[CH:6]=[CH:5][CH:4]=[CH:3]1.[CH-:21]1[CH:25]=[CH:24][CH:23]=[CH:22]1.[Fe+2:26], predict the reaction product. The product is: [C-:2]1([CH2:7][CH2:9][CH2:10][CH2:11][CH2:12][CH2:13][CH2:14][CH2:15][CH2:16][CH2:17][CH2:18][CH2:19][Br:20])[CH:6]=[CH:5][CH:4]=[CH:3]1.[CH-:21]1[CH:25]=[CH:24][CH:23]=[CH:22]1.[Fe+2:26]. (6) Given the reactants [Br:1][C:2]1[N:7]=[C:6]([NH2:8])[CH:5]=[C:4]([CH3:9])[CH:3]=1.Cl[CH2:11][CH:12]=O, predict the reaction product. The product is: [Br:1][C:2]1[N:7]2[CH:11]=[CH:12][N:8]=[C:6]2[CH:5]=[C:4]([CH3:9])[CH:3]=1. (7) Given the reactants [NH2:1][C:2]1[CH:7]=[CH:6][C:5]([N:8]2[CH2:13][CH2:12][O:11][CH2:10][C:9]2=[O:14])=[CH:4][CH:3]=1.[O:15]1[CH2:17][C@@H:16]1[CH2:18][N:19]1[C:27](=[O:28])[C:26]2[C:21](=[CH:22][CH:23]=[CH:24][CH:25]=2)[C:20]1=[O:29], predict the reaction product. The product is: [OH:15][C@H:16]([CH2:17][NH:1][C:2]1[CH:3]=[CH:4][C:5]([N:8]2[CH2:13][CH2:12][O:11][CH2:10][C:9]2=[O:14])=[CH:6][CH:7]=1)[CH2:18][N:19]1[C:20](=[O:29])[C:21]2[C:26](=[CH:25][CH:24]=[CH:23][CH:22]=2)[C:27]1=[O:28]. (8) Given the reactants [CH3:1][C:2]1[CH:6]=[C:5]([C:7]2([C:10]([O:12][CH2:13][CH3:14])=[O:11])[CH2:9][CH2:8]2)[O:4][N:3]=1.[Br:15]N1C(=O)CCC1=O.O, predict the reaction product. The product is: [Br:15][C:6]1[C:2]([CH3:1])=[N:3][O:4][C:5]=1[C:7]1([C:10]([O:12][CH2:13][CH3:14])=[O:11])[CH2:8][CH2:9]1. (9) Given the reactants [OH:1][C:2]1[C:11]2[C:6](=[N:7][CH:8]=[C:9](B3OC(C)(C)C(C)(C)O3)[CH:10]=2)[N:5]([CH3:21])[C:4](=[O:22])[C:3]=1[C:23]([NH:25][CH2:26][C:27]([O:29]C(C)(C)C)=[O:28])=[O:24].Cl[C:35]1[N:40]=[C:39]([CH3:41])[CH:38]=[CH:37][N:36]=1, predict the reaction product. The product is: [OH:1][C:2]1[C:11]2[C:6](=[N:7][CH:8]=[C:9]([C:35]3[N:40]=[C:39]([CH3:41])[CH:38]=[CH:37][N:36]=3)[CH:10]=2)[N:5]([CH3:21])[C:4](=[O:22])[C:3]=1[C:23]([NH:25][CH2:26][C:27]([OH:29])=[O:28])=[O:24]. (10) Given the reactants [CH2:1]([N:8]1[CH:13]=[CH:12][C:11]([C:14]([OH:16])=O)=[CH:10][C:9]1=[O:17])[C:2]1[CH:7]=[CH:6][CH:5]=[CH:4][CH:3]=1.F[P-](F)(F)(F)(F)F.Br[P+](N1CCCC1)(N1CCCC1)N1CCCC1.C(N(CC)C(C)C)(C)C.[NH2:51][CH2:52][C:53]1[C:62](=[O:63])[C:61]2[C:56](=[CH:57][C:58]([Cl:64])=[CH:59][CH:60]=2)[N:55]([C:65]2[CH:70]=[CH:69][CH:68]=[CH:67][CH:66]=2)[C:54]=1[C:71]1[O:72][CH:73]=[CH:74][N:75]=1, predict the reaction product. The product is: [Cl:64][C:58]1[CH:57]=[C:56]2[C:61]([C:62](=[O:63])[C:53]([CH2:52][NH:51][C:14]([C:11]3[CH:12]=[CH:13][N:8]([CH2:1][C:2]4[CH:3]=[CH:4][CH:5]=[CH:6][CH:7]=4)[C:9](=[O:17])[CH:10]=3)=[O:16])=[C:54]([C:71]3[O:72][CH:73]=[CH:74][N:75]=3)[N:55]2[C:65]2[CH:66]=[CH:67][CH:68]=[CH:69][CH:70]=2)=[CH:60][CH:59]=1.